Dataset: Full USPTO retrosynthesis dataset with 1.9M reactions from patents (1976-2016). Task: Predict the reactants needed to synthesize the given product. Given the product [O:1]=[C:2]([N:26]1[CH2:31][CH2:30][CH:29]([O:32][C:33]2[CH:38]=[CH:37][CH:36]=[C:35]([C:39]([F:40])([F:41])[F:42])[CH:34]=2)[CH2:28][CH2:27]1)[CH2:3][NH:4][C:5]([C:7]1[CH:11]=[C:10]([C:12]2[CH:17]=[CH:16][CH:15]=[CH:14][C:13]=2[OH:18])[O:9][N:8]=1)=[O:6], predict the reactants needed to synthesize it. The reactants are: [O:1]=[C:2]([N:26]1[CH2:31][CH2:30][CH:29]([O:32][C:33]2[CH:38]=[CH:37][CH:36]=[C:35]([C:39]([F:42])([F:41])[F:40])[CH:34]=2)[CH2:28][CH2:27]1)[CH2:3][NH:4][C:5]([C:7]1[CH:11]=[C:10]([C:12]2[CH:17]=[CH:16][CH:15]=[CH:14][C:13]=2[O:18]CC2C=CC=CC=2)[O:9][N:8]=1)=[O:6].ClC1C=CC=CC=1OC1CCN(C(=O)CNC(C2C=C(C3C=CC=CC=3OCC3C=CC=CC=3)ON=2)=O)CC1.